The task is: Predict the product of the given reaction.. This data is from Forward reaction prediction with 1.9M reactions from USPTO patents (1976-2016). (1) Given the reactants [F:1][C:2]1[CH:7]=[CH:6][CH:5]=[C:4]([F:8])[C:3]=1[N:9]1[C:14]2[N:15]=[C:16]([N:29]3[CH2:34][CH2:33][CH:32]([N:35]4[CH2:40][CH2:39][CH:38]([CH3:41])[CH2:37][CH2:36]4)[CH2:31][CH2:30]3)[N:17]=[C:18]([C:19]3[CH:20]=[C:21]([CH:25]=[CH:26][C:27]=3[CH3:28])[C:22](O)=[O:23])[C:13]=2[CH:12]=[CH:11][C:10]1=[O:42].CN(C(ON1N=NC2C=CC=CC1=2)=[N+](C)C)C.F[P-](F)(F)(F)(F)F.C(N(CC)CC)C.[CH2:74]([NH2:78])[CH:75]([CH3:77])[CH3:76], predict the reaction product. The product is: [F:8][C:4]1[CH:5]=[CH:6][CH:7]=[C:2]([F:1])[C:3]=1[N:9]1[C:14]2[N:15]=[C:16]([N:29]3[CH2:30][CH2:31][CH:32]([N:35]4[CH2:36][CH2:37][CH:38]([CH3:41])[CH2:39][CH2:40]4)[CH2:33][CH2:34]3)[N:17]=[C:18]([C:19]3[CH:20]=[C:21]([CH:25]=[CH:26][C:27]=3[CH3:28])[C:22]([NH:78][CH2:74][CH:75]([CH3:77])[CH3:76])=[O:23])[C:13]=2[CH:12]=[CH:11][C:10]1=[O:42]. (2) The product is: [C:1]([C:3]1[CH:4]=[C:5]([C:18]2[S:22][C:21]([C:23]([OH:25])=[O:24])=[CH:20][CH:19]=2)[CH:6]=[CH:7][C:8]=1[S:9][CH2:10][CH:11]([CH3:13])[CH3:12])#[N:2]. Given the reactants [C:1]([C:3]1[CH:4]=[C:5](B(O)O)[CH:6]=[CH:7][C:8]=1[S:9][CH2:10][CH:11]([CH3:13])[CH3:12])#[N:2].Br[C:18]1[S:22][C:21]([C:23]([O:25]C)=[O:24])=[CH:20][CH:19]=1, predict the reaction product. (3) The product is: [CH3:20][O:19][C:11]1[C:10]2[C:6]3[S:7][C:8]([C:21](=[O:33])[CH2:22][CH2:23][CH2:24][CH2:25][CH2:26][CH2:27][CH2:28][CH2:29][CH2:30][CH2:31][CH3:32])=[CH:9][C:5]=3[CH:4]=[C:3]([O:2][CH3:1])[C:18]=2[C:14]2[S:15][CH:16]=[CH:17][C:13]=2[CH:12]=1. Given the reactants [CH3:1][O:2][C:3]1[C:18]2[C:14]3[S:15][CH:16]=[CH:17][C:13]=3[CH:12]=[C:11]([O:19][CH3:20])[C:10]=2[C:6]2[S:7][CH:8]=[CH:9][C:5]=2[CH:4]=1.[C:21](Cl)(=[O:33])[CH2:22][CH2:23][CH2:24][CH2:25][CH2:26][CH2:27][CH2:28][CH2:29][CH2:30][CH2:31][CH3:32].[Cl-].[Cl-].[Cl-].[Al+3].CCCCCC, predict the reaction product. (4) Given the reactants [CH2:1]([O:3][CH:4]([O:18][CH2:19][CH3:20])[CH2:5][N:6]1[C:10]([NH2:11])=[CH:9][C:8]([C:12]2[CH:13]=[N:14][CH:15]=[CH:16][CH:17]=2)=[N:7]1)[CH3:2].Br[C:22]1[CH:27]=[C:26]([N+:28]([O-:30])=[O:29])[CH:25]=[C:24]([F:31])[C:23]=1[CH3:32], predict the reaction product. The product is: [F:31][C:24]1[C:23]([CH3:32])=[C:22]([NH:11][C:10]2[N:6]([CH2:5][CH:4]([O:18][CH2:19][CH3:20])[O:3][CH2:1][CH3:2])[N:7]=[C:8]([C:12]3[CH:13]=[N:14][CH:15]=[CH:16][CH:17]=3)[CH:9]=2)[CH:27]=[C:26]([N+:28]([O-:30])=[O:29])[CH:25]=1. (5) Given the reactants [Br:1][C:2]1[CH:3]=[N:4][N:5]([CH:7]2[CH2:10][CH2:9][CH2:8]2)[CH:6]=1.CS(OC1CCOC1)(=O)=[O:13], predict the reaction product. The product is: [Br:1][C:2]1[CH:3]=[N:4][N:5]([CH:7]2[CH2:10][CH2:9][O:13][CH2:8]2)[CH:6]=1. (6) Given the reactants [O:1]([CH2:8][C:9]1[CH:14]=[CH:13][C:12]([C:15]2[N:20]=[CH:19][N:18]=[C:17]([NH:21][C@H:22]([C:30]([O:32]C)=[O:31])[CH2:23][C:24]3[CH:29]=[CH:28][CH:27]=[CH:26][CH:25]=3)[CH:16]=2)=[CH:11][CH:10]=1)[C:2]1[CH:7]=[CH:6][CH:5]=[CH:4][CH:3]=1.[OH-].[Na+], predict the reaction product. The product is: [O:1]([CH2:8][C:9]1[CH:10]=[CH:11][C:12]([C:15]2[N:20]=[CH:19][N:18]=[C:17]([NH:21][C@H:22]([C:30]([OH:32])=[O:31])[CH2:23][C:24]3[CH:29]=[CH:28][CH:27]=[CH:26][CH:25]=3)[CH:16]=2)=[CH:13][CH:14]=1)[C:2]1[CH:7]=[CH:6][CH:5]=[CH:4][CH:3]=1.